Dataset: Catalyst prediction with 721,799 reactions and 888 catalyst types from USPTO. Task: Predict which catalyst facilitates the given reaction. (1) Product: [O:4]1[CH:8]=[CH:7][CH:6]=[C:5]1[C:9]1[O:10][C:11]([CH3:41])=[C:12]([CH2:14][O:15][C:16]2[CH:17]=[CH:18][C:19]([CH2:20][O:21]/[N:22]=[C:23](/[C:33]3[CH:38]=[CH:37][CH:36]=[CH:35][CH:34]=3)\[CH2:24][CH2:25][CH2:26][CH2:27][C:28]([OH:30])=[O:29])=[CH:39][CH:40]=2)[N:13]=1. Reactant: O.[OH-].[Li+].[O:4]1[CH:8]=[CH:7][CH:6]=[C:5]1[C:9]1[O:10][C:11]([CH3:41])=[C:12]([CH2:14][O:15][C:16]2[CH:40]=[CH:39][C:19]([CH2:20][O:21]/[N:22]=[C:23](/[C:33]3[CH:38]=[CH:37][CH:36]=[CH:35][CH:34]=3)\[CH2:24][CH2:25][CH2:26][CH2:27][C:28]([O:30]CC)=[O:29])=[CH:18][CH:17]=2)[N:13]=1.O.Cl. The catalyst class is: 214. (2) Reactant: [CH2:1]([C@H:8]1[C:37](=[O:38])[N:36]([CH3:39])[C@@H:35]([CH2:40][CH:41]([CH3:43])[CH3:42])[C:34](=[O:44])[NH:33][C@@H:32]([C@H:45]([OH:47])[CH3:46])[C:31](=[O:48])[N:30]([CH3:49])[CH2:29][C:28](=[O:50])[N:27]([CH3:51])[C@@H:26]([CH2:52][CH:53]([CH3:55])[CH3:54])[C:25](=[O:56])[NH:24][C@@H:23]([CH2:57][O:58][C:59]([CH3:62])([CH3:61])[CH3:60])[C:22](=[O:63])[N:21]([CH3:64])[C@@H:20]([C@H:65]([CH2:67][CH3:68])[CH3:66])[C:19](=[O:69])[NH:18][C@H:17]([C:70]([N:72]2[CH2:77][CH2:76][CH2:75][CH2:74][CH2:73]2)=[O:71])[CH2:16][S:15][CH2:14][C:13](=[O:78])[N:12]([CH3:79])[C@@H:11]([CH3:80])[C:10](=[O:81])[N:9]1[CH3:82])[C:2]1[CH:7]=[CH:6][CH:5]=[CH:4][CH:3]=1.O.[OH:84]OS([O-])=O.[K+].CS(C)=O. The catalyst class is: 5. Product: [CH2:1]([C@H:8]1[C:37](=[O:38])[N:36]([CH3:39])[C@@H:35]([CH2:40][CH:41]([CH3:42])[CH3:43])[C:34](=[O:44])[NH:33][C@@H:32]([C@H:45]([OH:47])[CH3:46])[C:31](=[O:48])[N:30]([CH3:49])[CH2:29][C:28](=[O:50])[N:27]([CH3:51])[C@@H:26]([CH2:52][CH:53]([CH3:55])[CH3:54])[C:25](=[O:56])[NH:24][C@@H:23]([CH2:57][O:58][C:59]([CH3:60])([CH3:62])[CH3:61])[C:22](=[O:63])[N:21]([CH3:64])[C@@H:20]([C@H:65]([CH2:67][CH3:68])[CH3:66])[C:19](=[O:69])[NH:18][C@H:17]([C:70]([N:72]2[CH2:73][CH2:74][CH2:75][CH2:76][CH2:77]2)=[O:71])[CH2:16][S:15](=[O:84])[CH2:14][C:13](=[O:78])[N:12]([CH3:79])[C@@H:11]([CH3:80])[C:10](=[O:81])[N:9]1[CH3:82])[C:2]1[CH:3]=[CH:4][CH:5]=[CH:6][CH:7]=1.